From a dataset of Catalyst prediction with 721,799 reactions and 888 catalyst types from USPTO. Predict which catalyst facilitates the given reaction. (1) Reactant: [N+]([C:4]1[CH:11]=[CH:10][CH:9]=[C:8]([N+:12]([O-:14])=[O:13])[C:5]=1[CH:6]=O)([O-])=O.[SH:15][CH2:16][C:17]([O:19][CH3:20])=[O:18].C(N(CC)CC)C. Product: [N+:12]([C:8]1[C:5]2[CH:6]=[C:16]([C:17]([O:19][CH3:20])=[O:18])[S:15][C:4]=2[CH:11]=[CH:10][CH:9]=1)([O-:14])=[O:13]. The catalyst class is: 16. (2) Reactant: [CH3:1][C:2]1[C:11]2[C:6](=[CH:7][CH:8]=[CH:9][CH:10]=2)[C:5]([C:12]2[C:25]3[C:26]4=[C:27]5[C:22](=[CH:23][CH:24]=3)[CH:21]=[CH:20][C:19]([C:28]3[C:37]6[C:32](=[CH:33][CH:34]=[CH:35][CH:36]=6)[C:31]([CH3:38])=[CH:30][CH:29]=3)=[C:18]5[CH:17]=[CH:16][C:15]4=[C:14]([C:39]3[C:48]4[C:43](=[CH:44][CH:45]=[CH:46][CH:47]=4)[C:42]([CH3:49])=[CH:41][CH:40]=3)[CH:13]=2)=[CH:4][CH:3]=1.[Br:50]N1C(=O)CCC1=O.CN(C)C=O. Product: [Br:50][C:21]1[C:22]2[C:27]3=[C:26]4[C:25](=[CH:24][CH:23]=2)[C:12]([C:5]2[C:6]5[C:11](=[CH:10][CH:9]=[CH:8][CH:7]=5)[C:2]([CH3:1])=[CH:3][CH:4]=2)=[CH:13][C:14]([C:39]2[C:48]5[C:43](=[CH:44][CH:45]=[CH:46][CH:47]=5)[C:42]([CH3:49])=[CH:41][CH:40]=2)=[C:15]4[CH:16]=[CH:17][C:18]3=[C:19]([C:28]2[C:37]3[C:32](=[CH:33][CH:34]=[CH:35][CH:36]=3)[C:31]([CH3:38])=[CH:30][CH:29]=2)[CH:20]=1. The catalyst class is: 6. (3) Product: [NH2:8][C:9]1[N:10]=[C:11]([C:23]2[CH:28]=[CH:27][C:26]([Cl:29])=[CH:25][C:24]=2[Cl:30])[C:12]2[CH:17]=[C:16]([C:18]3[NH:7][C:5]([NH:4][C:1](=[O:3])[CH3:2])=[N:6][C:19]=3[CH3:20])[S:15][C:13]=2[N:14]=1. Reactant: [C:1]([NH:4][C:5]([NH2:7])=[NH:6])(=[O:3])[CH3:2].[NH2:8][C:9]1[N:10]=[C:11]([C:23]2[CH:28]=[CH:27][C:26]([Cl:29])=[CH:25][C:24]=2[Cl:30])[C:12]2[CH:17]=[C:16]([C:18](=O)[CH:19](Br)[CH3:20])[S:15][C:13]=2[N:14]=1. The catalyst class is: 10. (4) Product: [Br:1][C:2]1[CH:3]=[CH:4][C:5]([O:10][CH2:11][CH:12]([CH2:15][CH3:16])[CH2:13][CH3:14])=[C:6]([CH:7]=1)[CH2:8][N:44]1[CH:45]=[CH:17][C:41]([OH:42])=[N:43]1. The catalyst class is: 182. Reactant: [Br:1][C:2]1[CH:3]=[CH:4][C:5]([O:10][CH2:11][CH:12]([CH2:15][CH3:16])[CH2:13][CH3:14])=[C:6]([CH2:8]O)[CH:7]=1.[C:17]1(P(C2C=CC=CC=2)C2C=CC=CC=2)C=CC=CC=1.CC(O[C:41](/[N:43]=[N:44]/[C:45](OC(C)(C)C)=O)=[O:42])(C)C. (5) Reactant: [CH2:1]([NH:3][C:4]([C:6]1[C:10]([C:11]2[CH:16]=[CH:15][C:14]([CH2:17][N:18]3[CH2:23][CH2:22][O:21][CH2:20][CH2:19]3)=[CH:13][CH:12]=2)=[C:9]([C:24]2[CH:29]=[C:28]([Cl:30])[CH:27]=[CH:26][C:25]=2[O:31]CC2C=CC=CC=2)[O:8][N:7]=1)=[O:5])[CH3:2].B(Cl)(Cl)Cl. Product: [CH2:1]([NH:3][C:4]([C:6]1[C:10]([C:11]2[CH:16]=[CH:15][C:14]([CH2:17][N:18]3[CH2:23][CH2:22][O:21][CH2:20][CH2:19]3)=[CH:13][CH:12]=2)=[C:9]([C:24]2[CH:29]=[C:28]([Cl:30])[CH:27]=[CH:26][C:25]=2[OH:31])[O:8][N:7]=1)=[O:5])[CH3:2]. The catalyst class is: 2. (6) Reactant: C[O:2][C:3]([C:5]1[C:6]2[CH:7]=[CH:8][N:9]([CH2:14][CH2:15][O:16][CH2:17][O:18][CH2:19][CH2:20][O:21][CH3:22])[C:10]=2[CH:11]=[CH:12][CH:13]=1)=[O:4].[OH-].[Na+]. Product: [CH3:22][O:21][CH2:20][CH2:19][O:18][CH2:17][O:16][CH2:15][CH2:14][N:9]1[C:10]2[CH:11]=[CH:12][CH:13]=[C:5]([C:3]([OH:4])=[O:2])[C:6]=2[CH:7]=[CH:8]1. The catalyst class is: 5.